Dataset: Full USPTO retrosynthesis dataset with 1.9M reactions from patents (1976-2016). Task: Predict the reactants needed to synthesize the given product. Given the product [F:23][C:24]1[CH:29]=[C:28]([F:30])[CH:27]=[CH:26][C:25]=1[CH:31]1[CH2:32][CH2:33][N:34]([C:18]([C:12]2[S:13][C:14]3[CH2:15][CH2:16][O:17][C:8]4[CH:7]=[C:6]([C:4]5[CH:5]=[N:1][NH:2][CH:3]=5)[CH:22]=[CH:21][C:9]=4[C:10]=3[N:11]=2)=[O:20])[CH2:35][CH2:36]1, predict the reactants needed to synthesize it. The reactants are: [NH:1]1[CH:5]=[C:4]([C:6]2[CH:22]=[CH:21][C:9]3[C:10]4[N:11]=[C:12]([C:18]([OH:20])=O)[S:13][C:14]=4[CH2:15][CH2:16][O:17][C:8]=3[CH:7]=2)[CH:3]=[N:2]1.[F:23][C:24]1[CH:29]=[C:28]([F:30])[CH:27]=[CH:26][C:25]=1[CH:31]1[CH2:36][CH2:35][NH:34][CH2:33][CH2:32]1.